Task: Predict the reactants needed to synthesize the given product.. Dataset: Full USPTO retrosynthesis dataset with 1.9M reactions from patents (1976-2016) (1) Given the product [Cl:22][C:19]1[N:18]=[C:17]([C:23]([O:25][C:26]([CH3:29])([CH3:28])[CH3:27])=[O:24])[C:16]([S:14][C:11]2[CH:12]=[CH:13][C:8]([F:7])=[CH:9][CH:10]=2)=[CH:21][CH:20]=1.[F:7][C:8]1[CH:13]=[CH:12][C:11]([S:14][C:16]2[C:17]([C:23]([O:25][C:26]([CH3:29])([CH3:28])[CH3:27])=[O:24])=[N:18][C:19]([S:14][C:11]3[CH:12]=[CH:13][C:8]([F:7])=[CH:9][CH:10]=3)=[CH:20][CH:21]=2)=[CH:10][CH:9]=1, predict the reactants needed to synthesize it. The reactants are: C(=O)([O-])[O-].[K+].[K+].[F:7][C:8]1[CH:13]=[CH:12][C:11]([SH:14])=[CH:10][CH:9]=1.Cl[C:16]1[C:17]([C:23]([O:25][C:26]([CH3:29])([CH3:28])[CH3:27])=[O:24])=[N:18][C:19]([Cl:22])=[CH:20][CH:21]=1. (2) Given the product [C:5]([N:4]1[CH2:3][C:2]([CH3:9])([CH3:1])[NH:10][C:12]([CH2:14][CH:15]([CH3:17])[CH3:16])([CH3:20])[C:11]1=[O:18])([CH3:8])([CH3:7])[CH3:6], predict the reactants needed to synthesize it. The reactants are: [CH3:1][C:2]([NH2:10])([CH3:9])[CH2:3][NH:4][C:5]([CH3:8])([CH3:7])[CH3:6].[CH3:11][C:12]([CH2:14][CH:15]([CH3:17])[CH3:16])=O.[OH-:18].[Na+].[CH:20](Cl)(Cl)Cl.